Dataset: Retrosynthesis with 50K atom-mapped reactions and 10 reaction types from USPTO. Task: Predict the reactants needed to synthesize the given product. Given the product Cc1nc(NC(=O)CCCCC2CCSS2)sc1CCO[N+](=O)[O-], predict the reactants needed to synthesize it. The reactants are: Cc1nc(N)sc1CCO[N+](=O)[O-].O=C(O)CCCCC1CCSS1.